This data is from Peptide-MHC class II binding affinity with 134,281 pairs from IEDB. The task is: Regression. Given a peptide amino acid sequence and an MHC pseudo amino acid sequence, predict their binding affinity value. This is MHC class II binding data. (1) The peptide sequence is NRNNTFKPFAEYKSDYVYQPFPK. The MHC is DRB1_0301 with pseudo-sequence DRB1_0301. The binding affinity (normalized) is 0.190. (2) The peptide sequence is TRGAVLTYNGKRLEP. The MHC is DRB1_1501 with pseudo-sequence DRB1_1501. The binding affinity (normalized) is 0.823. (3) The peptide sequence is SQDLELSWNLNGLCAY. The MHC is DRB1_0401 with pseudo-sequence DRB1_0401. The binding affinity (normalized) is 0.660. (4) The peptide sequence is ALTALIRDPPADSTG. The MHC is HLA-DQA10102-DQB10602 with pseudo-sequence HLA-DQA10102-DQB10602. The binding affinity (normalized) is 0.242. (5) The peptide sequence is ENVLISPVSILSTLS. The MHC is DRB1_0802 with pseudo-sequence DRB1_0802. The binding affinity (normalized) is 0.557. (6) The peptide sequence is QPFPKTVWEQILNTW. The MHC is DRB4_0101 with pseudo-sequence DRB4_0103. The binding affinity (normalized) is 0.583. (7) The binding affinity (normalized) is 0.163. The peptide sequence is RVIRGKKGAGGITIK. The MHC is HLA-DPA10103-DPB10201 with pseudo-sequence HLA-DPA10103-DPB10201. (8) The peptide sequence is LRPTFDTRLMRLEDE. The MHC is DRB1_1101 with pseudo-sequence DRB1_1101. The binding affinity (normalized) is 0.384.